From a dataset of Full USPTO retrosynthesis dataset with 1.9M reactions from patents (1976-2016). Predict the reactants needed to synthesize the given product. (1) Given the product [C:1]1([C@@H:7]2[CH2:9][C@H:8]2[NH:10][CH2:12][CH2:13][CH:14]2[CH2:15][CH2:16][N:17]([C:20]([O:22][C:23]([CH3:24])([CH3:26])[CH3:25])=[O:21])[CH2:18][CH2:19]2)[CH:6]=[CH:5][CH:4]=[CH:3][CH:2]=1, predict the reactants needed to synthesize it. The reactants are: [C:1]1([C@@H:7]2[CH2:9][C@H:8]2[NH2:10])[CH:6]=[CH:5][CH:4]=[CH:3][CH:2]=1.O=[CH:12][CH2:13][CH:14]1[CH2:19][CH2:18][N:17]([C:20]([O:22][C:23]([CH3:26])([CH3:25])[CH3:24])=[O:21])[CH2:16][CH2:15]1.CC(O)=O.C(O[BH-](OC(=O)C)OC(=O)C)(=O)C.[Na+].C([O-])(O)=O.[Na+]. (2) Given the product [CH3:14][O:15][C:16]1[CH:22]=[CH:21][C:20]([CH2:23][S:24]([CH2:27][CH2:28][C:29]2[C:30]([O:39][CH3:40])=[CH:31][C:32]([O:37][CH3:38])=[CH:33][C:34]=2[O:35][CH3:36])(=[O:26])=[O:25])=[CH:19][C:17]=1[NH:18][C:7]([CH3:13])([CH3:12])[C:8]([OH:10])=[O:9], predict the reactants needed to synthesize it. The reactants are: C([O-])(=O)C.[Na+].Br[C:7]([CH3:13])([CH3:12])[C:8]([O:10]C)=[O:9].[CH3:14][O:15][C:16]1[CH:22]=[CH:21][C:20]([CH2:23][S:24]([CH2:27][CH2:28][C:29]2[C:34]([O:35][CH3:36])=[CH:33][C:32]([O:37][CH3:38])=[CH:31][C:30]=2[O:39][CH3:40])(=[O:26])=[O:25])=[CH:19][C:17]=1[NH2:18].C(Cl)(Cl)Cl.CO. (3) The reactants are: [C@H:1]12[CH2:7][C@H:4]([CH2:5][CH2:6]1)[CH2:3][C@H:2]2[NH:8][C:9]1[N:14]=[C:13]([C:15]([F:18])([F:17])[F:16])[C:12]([C:19](O)=[O:20])=[CH:11][N:10]=1.[O:22]1[CH2:27][CH2:26][CH:25]([CH2:28][NH2:29])[CH2:24][CH2:23]1.ON1C2C=CC=CC=2N=N1.Cl.C(N=C=NCCCN(C)C)C. Given the product [C@H:1]12[CH2:7][C@H:4]([CH2:5][CH2:6]1)[CH2:3][C@H:2]2[NH:8][C:9]1[N:14]=[C:13]([C:15]([F:17])([F:18])[F:16])[C:12]([C:19]([NH:29][CH2:28][CH:25]2[CH2:26][CH2:27][O:22][CH2:23][CH2:24]2)=[O:20])=[CH:11][N:10]=1, predict the reactants needed to synthesize it. (4) Given the product [NH:22]1[CH2:23][CH:20]([N:10]2[C:9]3[CH:8]=[C:7]([C:5]([N:4]=[C:3]([NH2:37])[NH2:2])=[O:6])[CH:19]=[CH:18][C:17]=3[C:16]3[C:11]2=[CH:12][CH:13]=[CH:14][CH:15]=3)[CH2:21]1, predict the reactants needed to synthesize it. The reactants are: Cl.[NH2:2][C:3]([NH2:37])=[N:4][C:5]([C:7]1[CH:19]=[CH:18][C:17]2[C:16]3[C:11](=[CH:12][CH:13]=[CH:14][CH:15]=3)[N:10]([CH:20]3[CH2:23][N:22](C(C4C=CC=CC=4)C4C=CC=CC=4)[CH2:21]3)[C:9]=2[CH:8]=1)=[O:6]. (5) Given the product [O:4]=[C:3]([CH3:5])[CH2:2][C:1]([NH:17][C:16]1[CH:18]=[CH:19][C:13]([O:12][C:11]([F:20])([F:21])[F:10])=[CH:14][CH:15]=1)=[O:6], predict the reactants needed to synthesize it. The reactants are: [C:1](OCC)(=[O:6])[CH2:2][C:3]([CH3:5])=[O:4].[F:10][C:11]([F:21])([F:20])[O:12][C:13]1[CH:19]=[CH:18][C:16]([NH2:17])=[CH:15][CH:14]=1.